Dataset: Full USPTO retrosynthesis dataset with 1.9M reactions from patents (1976-2016). Task: Predict the reactants needed to synthesize the given product. (1) Given the product [NH2:36][C:35]1[CH:37]=[CH:38][C:32]([C:6]2[C:5]3[CH:17]=[CH:18][N:19]([S:20]([C:23]4[CH:24]=[CH:25][C:26]([CH3:29])=[CH:27][CH:28]=4)(=[O:21])=[O:22])[C:4]=3[C:3](=[O:30])[N:2]([CH3:1])[CH:7]=2)=[C:33]([O:42][C:43]2[CH:48]=[CH:47][C:46]([F:49])=[CH:45][C:44]=2[F:50])[C:34]=1[N+:39]([O-:41])=[O:40], predict the reactants needed to synthesize it. The reactants are: [CH3:1][N:2]1[CH:7]=[C:6](B2OC(C)(C)C(C)(C)O2)[C:5]2[CH:17]=[CH:18][N:19]([S:20]([C:23]3[CH:28]=[CH:27][C:26]([CH3:29])=[CH:25][CH:24]=3)(=[O:22])=[O:21])[C:4]=2[C:3]1=[O:30].Br[C:32]1[CH:38]=[CH:37][C:35]([NH2:36])=[C:34]([N+:39]([O-:41])=[O:40])[C:33]=1[O:42][C:43]1[CH:48]=[CH:47][C:46]([F:49])=[CH:45][C:44]=1[F:50].P([O-])([O-])([O-])=O.[K+].[K+].[K+].CC12CC3(C)OC(C)(CC(C)(O3)O1)P2C1C=CC=CC=1. (2) Given the product [CH:1]1([C:4]2[N:8]([CH3:9])[C:7]3[C:10]([C:27]4[N:23]([CH3:22])[N:24]=[CH:25][C:26]=4[CH3:37])=[CH:11][C:12]([C:14]4[C:15]([CH3:20])=[N:16][O:17][C:18]=4[CH3:19])=[CH:13][C:6]=3[N:5]=2)[CH2:3][CH2:2]1, predict the reactants needed to synthesize it. The reactants are: [CH:1]1([C:4]2[N:8]([CH3:9])[C:7]3[C:10](I)=[CH:11][C:12]([C:14]4[C:15]([CH3:20])=[N:16][O:17][C:18]=4[CH3:19])=[CH:13][C:6]=3[N:5]=2)[CH2:3][CH2:2]1.[CH3:22][N:23]1[C:27](B2OC(C)(C)C(C)(C)O2)=[C:26]([CH3:37])[CH:25]=[N:24]1.C([O-])([O-])=O.[Cs+].[Cs+]. (3) Given the product [CH3:24][O:23][C:18]1[N:17]=[C:16]2[C:12]([C:10]3[N:9]([S:26]([C:29]4[CH:34]=[CH:33][C:32]([CH3:35])=[CH:31][CH:30]=4)(=[O:27])=[O:28])[C:5]4=[N:6][CH:7]=[CH:8][C:3]([CH2:2][NH:43][CH2:42][C:41]([O:40][C:36]([CH3:39])([CH3:38])[CH3:37])=[O:44])=[C:4]4[CH:11]=3)=[CH:13][N:14]([CH3:25])[C:15]2=[CH:20][C:19]=1[O:21][CH3:22], predict the reactants needed to synthesize it. The reactants are: Cl[CH2:2][C:3]1[CH:8]=[CH:7][N:6]=[C:5]2[N:9]([S:26]([C:29]3[CH:34]=[CH:33][C:32]([CH3:35])=[CH:31][CH:30]=3)(=[O:28])=[O:27])[C:10]([C:12]3[C:16]4=[N:17][C:18]([O:23][CH3:24])=[C:19]([O:21][CH3:22])[CH:20]=[C:15]4[N:14]([CH3:25])[CH:13]=3)=[CH:11][C:4]=12.[C:36]([O:40][C:41](=[O:44])[CH2:42][NH2:43])([CH3:39])([CH3:38])[CH3:37]. (4) Given the product [Br:20][CH2:19][C:4]1[C:3]([C:1]#[N:2])=[CH:15][C:7]([C:8]([O:10][C:11]([CH3:12])([CH3:13])[CH3:14])=[O:9])=[C:6]([O:16][CH2:17][CH3:18])[CH:5]=1, predict the reactants needed to synthesize it. The reactants are: [C:1]([C:3]1[C:4]([CH3:19])=[CH:5][C:6]([O:16][CH2:17][CH3:18])=[C:7]([CH:15]=1)[C:8]([O:10][C:11]([CH3:14])([CH3:13])[CH3:12])=[O:9])#[N:2].[Br:20]N1C(=O)CCC1=O.C(OOC(=O)C1C=CC=CC=1)(=O)C1C=CC=CC=1. (5) The reactants are: Br[C:2]1[CH:10]=[CH:9][C:8]([C:11]([NH2:13])=[O:12])=[C:7]2[C:3]=1[CH:4]=[C:5]([C:14]1[CH2:19][CH2:18][C:17]([F:21])([F:20])[CH2:16][CH:15]=1)[NH:6]2.[CH3:22][C:23]1[C:29](B2OC(C)(C)C(C)(C)O2)=[CH:28][CH:27]=[CH:26][C:24]=1[NH2:25].C([O-])([O-])=O.[Na+].[Na+].O. Given the product [NH2:25][C:24]1[C:23]([CH3:22])=[C:29]([C:2]2[CH:10]=[CH:9][C:8]([C:11]([NH2:13])=[O:12])=[C:7]3[C:3]=2[CH:4]=[C:5]([C:14]2[CH2:19][CH2:18][C:17]([F:21])([F:20])[CH2:16][CH:15]=2)[NH:6]3)[CH:28]=[CH:27][CH:26]=1, predict the reactants needed to synthesize it. (6) Given the product [F:1][C:2]1[CH:3]=[C:4]2[C:10](=[CH:11][C:12]=1[F:13])[C:7](=[O:9])[CH2:6][CH2:5]2, predict the reactants needed to synthesize it. The reactants are: [F:1][C:2]1[CH:3]=[C:4]([CH:10]=[CH:11][C:12]=1[F:13])[CH:5]=[CH:6][C:7]([OH:9])=O.C(Cl)(=O)C(Cl)=O.[Cl-].[Cl-].[Cl-].[Al+3]. (7) Given the product [N:7]1[C:15]2[C:10](=[N:11][CH:12]=[CH:13][CH:14]=2)[S:9][C:8]=1[C:16]1[CH:21]=[CH:20][CH:19]=[CH:18][C:17]=1[NH:22][C:23]([C:25]1[CH:30]=[C:29]([O:31][CH2:32][CH2:33][N:5]([CH2:4][CH2:3][O:2][CH3:1])[CH3:6])[CH:28]=[C:27]([C:35]2[CH:40]=[CH:39][CH:38]=[CH:37][CH:36]=2)[N:26]=1)=[O:24], predict the reactants needed to synthesize it. The reactants are: [CH3:1][O:2][CH2:3][CH2:4][NH:5][CH3:6].[N:7]1[C:15]2[C:10](=[N:11][CH:12]=[CH:13][CH:14]=2)[S:9][C:8]=1[C:16]1[CH:21]=[CH:20][CH:19]=[CH:18][C:17]=1[NH:22][C:23]([C:25]1[CH:30]=[C:29]([O:31][CH2:32][CH2:33]Br)[CH:28]=[C:27]([C:35]2[CH:40]=[CH:39][CH:38]=[CH:37][CH:36]=2)[N:26]=1)=[O:24]. (8) Given the product [CH3:1][N:2]1[C:8]2[CH:9]=[CH:10][CH:11]=[CH:12][C:7]=2[CH2:6][NH:5][C:4]2[CH:19]=[CH:20][CH:21]=[CH:22][C:3]1=2, predict the reactants needed to synthesize it. The reactants are: [CH3:1][N:2]1[C:8]2[CH:9]=[CH:10][CH:11]=[CH:12][C:7]=2[CH2:6][N:5](C(=O)C(F)(F)F)[C:4]2[CH:19]=[CH:20][CH:21]=[CH:22][C:3]1=2.[OH-].[Na+]. (9) Given the product [CH3:1][N:2]1[CH2:7][CH2:6][N:5]2[N:8]=[C:9]([NH2:11])[CH:10]=[C:4]2[CH2:3]1, predict the reactants needed to synthesize it. The reactants are: [CH3:1][N:2]1[CH2:7][CH2:6][N:5]2[N:8]=[C:9]([N+:11]([O-])=O)[CH:10]=[C:4]2[CH2:3]1.